Dataset: Forward reaction prediction with 1.9M reactions from USPTO patents (1976-2016). Task: Predict the product of the given reaction. (1) Given the reactants [CH2:1]([O:3][C:4]([C:6]1[CH:7]=[N:8][C:9](Cl)=[CH:10][C:11]=1[NH:12][C:13](=[O:18])[C:14]([F:17])([F:16])[F:15])=[O:5])[CH3:2].[CH3:20][O:21][C:22]1[CH:41]=[CH:40][C:25]([CH2:26][NH:27][C:28]2[CH:29]=[N:30][C:31]([N:34]3[CH2:39][CH2:38][O:37][CH2:36][CH2:35]3)=[CH:32][CH:33]=2)=[CH:24][CH:23]=1.C1(P(C2C=CC=CC=2)C2C=CC3C(=CC=CC=3)C=2C2C3C(=CC=CC=3)C=CC=2P(C2C=CC=CC=2)C2C=CC=CC=2)C=CC=CC=1.C(=O)([O-])[O-].[Na+].[Na+], predict the reaction product. The product is: [CH2:1]([O:3][C:4]([C:6]1[CH:7]=[N:8][C:9]([N:27]([CH2:26][C:25]2[CH:40]=[CH:41][C:22]([O:21][CH3:20])=[CH:23][CH:24]=2)[C:28]2[CH:29]=[N:30][C:31]([N:34]3[CH2:39][CH2:38][O:37][CH2:36][CH2:35]3)=[CH:32][CH:33]=2)=[CH:10][C:11]=1[NH:12][C:13](=[O:18])[C:14]([F:17])([F:16])[F:15])=[O:5])[CH3:2]. (2) Given the reactants [NH2:1][C:2]1[CH:3]=[C:4]([C:8]2[CH:16]=[CH:15][C:11]([C:12]([NH2:14])=[O:13])=[C:10]([C:17]3[CH:22]=[CH:21][C:20]([O:23][C:24]4[CH:29]=[CH:28][CH:27]=[CH:26][CH:25]=4)=[CH:19][CH:18]=3)[N:9]=2)[CH:5]=[CH:6][CH:7]=1.[C:30](Cl)(=[O:33])[CH:31]=[CH2:32], predict the reaction product. The product is: [C:30]([NH:1][C:2]1[CH:3]=[C:4]([C:8]2[CH:16]=[CH:15][C:11]([C:12]([NH2:14])=[O:13])=[C:10]([C:17]3[CH:22]=[CH:21][C:20]([O:23][C:24]4[CH:29]=[CH:28][CH:27]=[CH:26][CH:25]=4)=[CH:19][CH:18]=3)[N:9]=2)[CH:5]=[CH:6][CH:7]=1)(=[O:33])[CH:31]=[CH2:32]. (3) Given the reactants C([Li])CCC.CCCCCC.C(OP([CH2:20][C:21]([CH3:28])=[CH:22][C:23]([O:25][CH2:26][CH3:27])=[O:24])(OCC)=O)C.[CH2:29]([O:32][C:33]1[C:34](/[C:47](/[CH2:52][CH3:53])=[C:48](/[F:51])\[CH:49]=O)=[CH:35][C:36]2[C:37]([CH3:46])([CH3:45])[CH2:38][CH2:39][C:40]([CH3:44])([CH3:43])[C:41]=2[CH:42]=1)[CH2:30][CH3:31], predict the reaction product. The product is: [CH2:29]([O:32][C:33]1[C:34](/[C:47](/[CH2:52][CH3:53])=[C:48](/[F:51])\[CH:49]=[CH:20]\[C:21](\[CH3:28])=[CH:22]\[C:23]([O:25][CH2:26][CH3:27])=[O:24])=[CH:35][C:36]2[C:37]([CH3:46])([CH3:45])[CH2:38][CH2:39][C:40]([CH3:44])([CH3:43])[C:41]=2[CH:42]=1)[CH2:30][CH3:31]. (4) Given the reactants [F:1][C:2]1[CH:8]=[CH:7][C:6]([F:9])=[CH:5][C:3]=1[NH2:4].[CH3:10][C:11]([O:14][C:15](O[C:15]([O:14][C:11]([CH3:13])([CH3:12])[CH3:10])=[O:16])=[O:16])([CH3:13])[CH3:12], predict the reaction product. The product is: [F:1][C:2]1[CH:8]=[CH:7][C:6]([F:9])=[CH:5][C:3]=1[N:4]([C:15]([O:14][C:11]([CH3:13])([CH3:12])[CH3:10])=[O:16])[C:15]([O:14][C:11]([CH3:13])([CH3:12])[CH3:10])=[O:16]. (5) Given the reactants Br[CH2:2][CH2:3][O:4][CH2:5][CH2:6][O:7][CH2:8][CH2:9][O:10][CH2:11][CH2:12][O:13][C:14]1[CH:19]=[CH:18][C:17]([CH2:20][C@@H:21]([CH3:35])[C@@H:22]([CH3:34])[CH2:23][C:24]2[CH:29]=[CH:28][C:27]([O:30][CH3:31])=[C:26]([O:32][CH3:33])[CH:25]=2)=[CH:16][C:15]=1[O:36][CH3:37].C(=O)([O-])[O-].[K+].[K+].[N+:44]([C:47]1[N:48]=[CH:49][NH:50][CH:51]=1)([O-:46])=[O:45], predict the reaction product. The product is: [CH3:33][O:32][C:26]1[CH:25]=[C:24]([CH2:23][C@H:22]([CH3:34])[C@H:21]([CH3:35])[CH2:20][C:17]2[CH:18]=[CH:19][C:14]([O:13][CH2:12][CH2:11][O:10][CH2:9][CH2:8][O:7][CH2:6][CH2:5][O:4][CH2:3][CH2:2][N:50]3[CH:51]=[C:47]([N+:44]([O-:46])=[O:45])[N:48]=[CH:49]3)=[C:15]([O:36][CH3:37])[CH:16]=2)[CH:29]=[CH:28][C:27]=1[O:30][CH3:31].